Dataset: Forward reaction prediction with 1.9M reactions from USPTO patents (1976-2016). Task: Predict the product of the given reaction. (1) Given the reactants O1CCCC1.[NH2:6][C:7]1[CH:12]=[CH:11][N:10]=[C:9]2[N:13]([CH2:16][O:17][CH2:18][CH2:19][Si:20]([CH3:23])([CH3:22])[CH3:21])[CH:14]=[CH:15][C:8]=12.C([Li])CCC.[CH2:29]([O:36][C:37]([NH:39][C@@H:40]1[C:49]2[C:44](=[CH:45][C:46]([C:50](Cl)=[O:51])=[CH:47][CH:48]=2)[S:43][CH2:42][CH2:41]1)=[O:38])[C:30]1[CH:35]=[CH:34][CH:33]=[CH:32][CH:31]=1, predict the reaction product. The product is: [CH2:29]([O:36][C:37]([NH:39][C@@H:40]1[C:49]2[C:44](=[CH:45][C:46]([C:50]([NH:6][C:7]3[CH:12]=[CH:11][N:10]=[C:9]4[N:13]([CH2:16][O:17][CH2:18][CH2:19][Si:20]([CH3:23])([CH3:22])[CH3:21])[CH:14]=[CH:15][C:8]=34)=[O:51])=[CH:47][CH:48]=2)[S:43][CH2:42][CH2:41]1)=[O:38])[C:30]1[CH:35]=[CH:34][CH:33]=[CH:32][CH:31]=1. (2) Given the reactants [F:1][C:2]1[CH:3]=[C:4]([CH:7]=[CH:8][C:9]=1[O:10][CH3:11])[CH:5]=O.[C:12]1([NH2:19])[CH:17]=[CH:16][CH:15]=[CH:14][C:13]=1[NH2:18], predict the reaction product. The product is: [F:1][C:2]1[CH:3]=[C:4]([C:5]2[NH:19][C:12]3[CH:17]=[CH:16][CH:15]=[CH:14][C:13]=3[N:18]=2)[CH:7]=[CH:8][C:9]=1[O:10][CH3:11]. (3) Given the reactants [CH:1]([CH:3]([CH:9]([C:15]1[CH:20]=[CH:19][CH:18]=[CH:17][CH:16]=1)[C:10]([O:12][CH2:13][CH3:14])=[O:11])[C:4]([O:6]CC)=O)=O.[C:21]([NH:25][S:26]([C:29]1[CH:30]=[N:31][C:32]([NH:35][NH2:36])=[CH:33][CH:34]=1)(=[O:28])=[O:27])([CH3:24])([CH3:23])[CH3:22].C(NS(C1C=CC(N2C(=O)C(C(C3C=CC=CC=3)C(OC)=O)=CN2)=NC=1)(=O)=O)(C)(C)C, predict the reaction product. The product is: [C:21]([NH:25][S:26]([C:29]1[CH:34]=[CH:33][C:32]([N:35]2[C:4](=[O:6])[C:3]([CH:9]([C:15]3[CH:16]=[CH:17][CH:18]=[CH:19][CH:20]=3)[C:10]([O:12][CH2:13][CH3:14])=[O:11])=[CH:1][NH:36]2)=[N:31][CH:30]=1)(=[O:28])=[O:27])([CH3:24])([CH3:22])[CH3:23]. (4) Given the reactants Cl[C:2]1[CH:7]=[C:6]([NH:8][C:9]2[CH:18]=[CH:17][CH:16]=[CH:15][C:10]=2[C:11]([NH:13][CH3:14])=[O:12])[C:5]([Cl:19])=[CH:4][N:3]=1.[CH3:20][N:21]1[C:25]([CH3:26])=[C:24]([NH2:27])[CH:23]=[N:22]1.C1C=CC(P(C2C(C3C(P(C4C=CC=CC=4)C4C=CC=CC=4)=CC=C4C=3C=CC=C4)=C3C(C=CC=C3)=CC=2)C2C=CC=CC=2)=CC=1.C(=O)([O-])[O-].[Cs+].[Cs+], predict the reaction product. The product is: [Cl:19][C:5]1[C:6]([NH:8][C:9]2[CH:18]=[CH:17][CH:16]=[CH:15][C:10]=2[C:11]([NH:13][CH3:14])=[O:12])=[CH:7][C:2]([NH:27][C:24]2[CH:23]=[N:22][N:21]([CH3:20])[C:25]=2[CH3:26])=[N:3][CH:4]=1. (5) Given the reactants Br[C:2]1[CH:7]=[CH:6][C:5]([S:8]([CH3:11])(=[O:10])=[O:9])=[C:4]([O:12][C:13]([F:16])([F:15])[F:14])[CH:3]=1.[CH:17]1(/[CH:23]=[C:24](\B2OC(C)(C)C(C)(C)O2)/[CH2:25][OH:26])[CH2:22][CH2:21][CH2:20][CH2:19][CH2:18]1.C(=O)([O-])[O-].[Na+].[Na+], predict the reaction product. The product is: [CH:17]1(/[CH:23]=[C:24](\[C:2]2[CH:7]=[CH:6][C:5]([S:8]([CH3:11])(=[O:10])=[O:9])=[C:4]([O:12][C:13]([F:16])([F:15])[F:14])[CH:3]=2)/[CH2:25][OH:26])[CH2:22][CH2:21][CH2:20][CH2:19][CH2:18]1. (6) Given the reactants [Cl:1][C:2]1[CH:7]=[CH:6][C:5]([CH:8]([C:18]2[CH:23]=[CH:22][CH:21]=[CH:20][CH:19]=2)[N:9]2[CH2:14][CH2:13][N:12]([CH2:15][CH2:16][OH:17])[CH2:11][CH2:10]2)=[CH:4][CH:3]=1.[OH-].[K+].Cl[CH2:27][C:28]([O-:30])=[O:29].[Na+].Cl, predict the reaction product. The product is: [CH:21]1[CH:22]=[CH:23][C:18]([C@@H:8]([N:9]2[CH2:10][CH2:11][N:12]([CH2:15][CH2:16][O:17][CH2:27][C:28]([OH:30])=[O:29])[CH2:13][CH2:14]2)[C:5]2[CH:4]=[CH:3][C:2]([Cl:1])=[CH:7][CH:6]=2)=[CH:19][CH:20]=1.